Dataset: Forward reaction prediction with 1.9M reactions from USPTO patents (1976-2016). Task: Predict the product of the given reaction. (1) The product is: [Cl:1][C:2]1[CH:7]=[CH:6][CH:5]=[CH:4][C:3]=1[N:8]1[CH:12]([C:13]2[CH:18]=[CH:17][C:16]([C:19]3[CH:24]=[CH:23][CH:22]=[C:21]([S:25]([CH3:26])=[O:46])[CH:20]=3)=[CH:15][C:14]=2[F:27])[CH2:11][C:10]([C:28]([C:30]([F:32])([F:31])[F:33])([C:34]([F:36])([F:37])[F:35])[OH:29])=[N:9]1. Given the reactants [Cl:1][C:2]1[CH:7]=[CH:6][CH:5]=[CH:4][C:3]=1[N:8]1[CH:12]([C:13]2[CH:18]=[CH:17][C:16]([C:19]3[CH:24]=[CH:23][CH:22]=[C:21]([S:25][CH3:26])[CH:20]=3)=[CH:15][C:14]=2[F:27])[CH2:11][C:10]([C:28]([C:34]([F:37])([F:36])[F:35])([C:30]([F:33])([F:32])[F:31])[OH:29])=[N:9]1.ClC1C=CC=C(C(OO)=[O:46])C=1, predict the reaction product. (2) Given the reactants C([O:3][C:4]([C:6]1[CH:11]=[CH:10][CH:9]=[C:8]([CH2:12][OH:13])[N:7]=1)=[O:5])C.[OH-].[Na+].Cl, predict the reaction product. The product is: [OH:13][CH2:12][C:8]1[N:7]=[C:6]([C:4]([OH:5])=[O:3])[CH:11]=[CH:10][CH:9]=1. (3) Given the reactants [CH3:1][C:2]1([CH:36]=[O:37])[CH2:7][CH2:6][C:5]([C:8]2[CH:13]=[CH:12][C:11]([O:14][CH2:15][C:16]3[CH:21]=[CH:20][CH:19]=[CH:18][CH:17]=3)=[CH:10][CH:9]=2)=[C:4]([C:22]2[CH:27]=[CH:26][C:25]([O:28][CH2:29][C:30]3[CH:35]=[CH:34][CH:33]=[CH:32][CH:31]=3)=[CH:24][CH:23]=2)[CH2:3]1.[BH4-].[Na+], predict the reaction product. The product is: [CH3:1][C:2]1([CH2:36][OH:37])[CH2:7][CH2:6][C:5]([C:8]2[CH:13]=[CH:12][C:11]([O:14][CH2:15][C:16]3[CH:21]=[CH:20][CH:19]=[CH:18][CH:17]=3)=[CH:10][CH:9]=2)=[C:4]([C:22]2[CH:23]=[CH:24][C:25]([O:28][CH2:29][C:30]3[CH:31]=[CH:32][CH:33]=[CH:34][CH:35]=3)=[CH:26][CH:27]=2)[CH2:3]1. (4) The product is: [CH3:1][C:2]1[CH:3]=[CH:4][CH:5]=[CH:6][C:7]=1[CH3:8].[C:12]1(=[O:13])[O:14][C:9](=[O:15])[CH:10]=[CH:11]1. Given the reactants [CH3:1][C:2]1[CH:3]=[CH:4][CH:5]=[CH:6][C:7]=1[CH3:8].[C:9]1(=[O:15])[O:14][C:12](=[O:13])[CH:11]=[CH:10]1, predict the reaction product.